This data is from Full USPTO retrosynthesis dataset with 1.9M reactions from patents (1976-2016). The task is: Predict the reactants needed to synthesize the given product. (1) Given the product [ClH:34].[O:1]=[C:2]1[CH2:3][CH2:4][N:5]([C:8]2([NH:36][CH2:37][CH2:38][CH3:43])[NH:17][C:16]3[C:15]([NH:18][CH3:19])=[N:14][C:13]([NH2:20])=[N:12][C:11]=3[C:10]([NH:25][CH3:26])=[N:9]2)[CH2:6][CH2:7]1, predict the reactants needed to synthesize it. The reactants are: [O:1]=[C:2]1[CH2:7][CH2:6][N:5]([C:8]2[N:9]=[C:10]([NH:25][CH3:26])[C:11]3[N:12]=[C:13]([NH:20]NCCC)[N:14]=[C:15]([NH:18][CH3:19])[C:16]=3[N:17]=2)[CH2:4][CH2:3]1.Cl.C(OCC)C.Cl.[Cl:34]C1[N:36]=[C:37](NCCC)[C:38]2N=C(NC)N=C(NCCC)[C:43]=2N=1. (2) Given the product [C:1]([O:5][C:6]([N:8]1[CH2:13][CH2:12][CH:11]([O:14][C:15]2[CH:20]=[CH:19][C:18]([O:21][CH2:23][CH2:24][CH2:25][N:26]3[CH2:30][CH2:29][CH2:28][C@H:27]3[CH3:31])=[CH:17][CH:16]=2)[CH2:10][CH2:9]1)=[O:7])([CH3:4])([CH3:2])[CH3:3], predict the reactants needed to synthesize it. The reactants are: [C:1]([O:5][C:6]([N:8]1[CH2:13][CH2:12][CH:11]([O:14][C:15]2[CH:20]=[CH:19][C:18]([OH:21])=[CH:17][CH:16]=2)[CH2:10][CH2:9]1)=[O:7])([CH3:4])([CH3:3])[CH3:2].Cl[CH2:23][CH2:24][CH2:25][N:26]1[CH2:30][CH2:29][CH2:28][C@H:27]1[CH3:31].C([O-])([O-])=O.[K+].[K+]. (3) Given the product [C:4]([Si:1]([O:8][CH2:9][C:10]([CH3:14])([CH3:13])[CH2:11][O:12][CH2:15][CH3:16])([CH3:3])[CH3:2])([CH3:7])([CH3:6])[CH3:5], predict the reactants needed to synthesize it. The reactants are: [Si:1]([O:8][CH2:9][C:10]([CH3:14])([CH3:13])[CH2:11][OH:12])([C:4]([CH3:7])([CH3:6])[CH3:5])([CH3:3])[CH3:2].[CH2:15](N(CC)CC)[CH3:16].CS(Cl)(=O)=O.C(=O)(O)[O-].[Na+]. (4) Given the product [Cl:1][C:2]1[C:3]([CH3:18])=[C:4]([NH:10][C@H:11]([C@H:15]([OH:17])[CH3:16])[C:12]([NH:27][NH:26][C:24](=[O:25])[C:23]2[CH:28]=[CH:29][C:20]([OH:19])=[CH:21][CH:22]=2)=[O:14])[CH:5]=[CH:6][C:7]=1[C:8]#[N:9], predict the reactants needed to synthesize it. The reactants are: [Cl:1][C:2]1[C:3]([CH3:18])=[C:4]([NH:10][C@H:11]([C@H:15]([OH:17])[CH3:16])[C:12]([OH:14])=O)[CH:5]=[CH:6][C:7]=1[C:8]#[N:9].[OH:19][C:20]1[CH:29]=[CH:28][C:23]([C:24]([NH:26][NH2:27])=[O:25])=[CH:22][CH:21]=1.ClC1C(C)=C(N[C@H]([C@@H](O)C)C(NNC(=O)C2C=CC=CC=2)=O)C=CC=1C#N. (5) Given the product [CH3:1][C:2]1[C:3]([N:13]2[CH2:14][CH2:15][N:16]([CH2:19][CH2:20][S:21]([CH3:24])(=[O:22])=[O:23])[CH2:17][CH2:18]2)=[CH:4][C:5]([O:11][CH3:12])=[C:6]([NH2:8])[CH:7]=1, predict the reactants needed to synthesize it. The reactants are: [CH3:1][C:2]1[CH:7]=[C:6]([N+:8]([O-])=O)[C:5]([O:11][CH3:12])=[CH:4][C:3]=1[N:13]1[CH2:18][CH2:17][N:16]([CH2:19][CH2:20][S:21]([CH3:24])(=[O:23])=[O:22])[CH2:15][CH2:14]1. (6) Given the product [CH3:1][O:2][C:3](=[O:16])[CH2:4][CH2:5][C:6]1[CH:11]=[CH:10][C:9]([NH2:12])=[CH:8][C:7]=1[CH3:15], predict the reactants needed to synthesize it. The reactants are: [CH3:1][O:2][C:3](=[O:16])[CH:4]=[CH:5][C:6]1[CH:11]=[CH:10][C:9]([N+:12]([O-])=O)=[CH:8][C:7]=1[CH3:15].[H][H]. (7) Given the product [F:1][C:2]1[CH:7]=[CH:6][C:5]([C:8]2[N:15]3[C:11]([S:12][C:13]4[CH:19]=[CH:18][CH:17]=[CH:16][C:14]=43)=[C:10]([CH2:20][OH:21])[C:9]=2[CH2:24][OH:25])=[CH:4][CH:3]=1, predict the reactants needed to synthesize it. The reactants are: [F:1][C:2]1[CH:7]=[CH:6][C:5]([C:8]2[N:15]3[C:11]([S:12][C:13]4[CH:19]=[CH:18][CH:17]=[CH:16][C:14]=43)=[C:10]([C:20](OC)=[O:21])[C:9]=2[C:24](OC)=[O:25])=[CH:4][CH:3]=1.[H-].[Al+3].[Li+].[H-].[H-].[H-].[H-].[NH4+].[OH-].